This data is from Forward reaction prediction with 1.9M reactions from USPTO patents (1976-2016). The task is: Predict the product of the given reaction. (1) Given the reactants Cl[C:2]1[C:11]([CH3:12])=[C:10]([Cl:13])[C:9]2[C:4](=[CH:5][N:6]=[CH:7][CH:8]=2)[N:3]=1.[F:14][C:15]1[CH:16]=[C:17](B(O)O)[CH:18]=[N:19][CH:20]=1.C(=O)([O-])[O-].[Na+].[Na+], predict the reaction product. The product is: [Cl:13][C:10]1[C:9]2[C:4](=[CH:5][N:6]=[CH:7][CH:8]=2)[N:3]=[C:2]([C:17]2[CH:18]=[N:19][CH:20]=[C:15]([F:14])[CH:16]=2)[C:11]=1[CH3:12]. (2) Given the reactants [Cl:1][C:2]1[N:7]=[CH:6][N:5]=[C:4]([C:8](Cl)=[O:9])[CH:3]=1.[Cl-].[Cl-].[Cl-].[Al+3].[CH3:15][N:16]1[C:24]2[C:19](=[CH:20][CH:21]=[CH:22][C:23]=2[CH3:25])[C:18]([CH3:27])([CH3:26])[CH2:17]1, predict the reaction product. The product is: [Cl:1][C:2]1[N:7]=[CH:6][N:5]=[C:4]([C:8]([C:21]2[CH:20]=[C:19]3[C:24](=[C:23]([CH3:25])[CH:22]=2)[N:16]([CH3:15])[CH2:17][C:18]3([CH3:27])[CH3:26])=[O:9])[CH:3]=1. (3) Given the reactants [CH3:1][O:2][C:3]1[CH:8]=[CH:7][CH:6]=[CH:5][C:4]=1[N:9]1[C:17](=[O:18])[NH:16][C:15]2[C:10]1=[N:11][C:12]([NH:24][C@H:25]1[CH2:29][CH2:28][NH:27][CH2:26]1)=[N:13][C:14]=2[C:19]([O:21]CC)=O.C(OC([N:37]1CC[C@H](NC2N=C3C(NC(=O)N3C3C=CC=CC=3OC)=C(C(OCC)=O)N=2)C1)=O)(C)(C)C, predict the reaction product. The product is: [CH3:1][O:2][C:3]1[CH:8]=[CH:7][CH:6]=[CH:5][C:4]=1[N:9]1[C:17](=[O:18])[NH:16][C:15]2[C:10]1=[N:11][C:12]([NH:24][C@H:25]1[CH2:29][CH2:28][NH:27][CH2:26]1)=[N:13][C:14]=2[C:19]([NH2:37])=[O:21].